This data is from Reaction yield outcomes from USPTO patents with 853,638 reactions. The task is: Predict the reaction yield, written as a fraction of the theoretical maximum amount of product (1.0 means a 100% yield; for example, 0.34 means a 34% yield). (1) The reactants are Cl[C:2]1[N:10]=[CH:9][CH:8]=[CH:7][C:3]=1[C:4]([OH:6])=[O:5].[H-].[Na+].[CH2:13]([OH:20])[C:14]1[CH:19]=[CH:18][CH:17]=[CH:16][CH:15]=1.Cl. The catalyst is C1COCC1.O. The product is [CH2:13]([O:20][C:2]1[N:10]=[CH:9][CH:8]=[CH:7][C:3]=1[C:4]([OH:6])=[O:5])[C:14]1[CH:19]=[CH:18][CH:17]=[CH:16][CH:15]=1. The yield is 0.640. (2) The reactants are CO.[SH:3][CH2:4][CH2:5][CH2:6][CH2:7][CH2:8][CH2:9][CH2:10][CH2:11][CH2:12][CH2:13][CH2:14][C:15]([OH:17])=[O:16].C[O-].[CH3:20][O:21][C:22]1[CH:42]=[CH:41][C:25]([CH2:26][S:27][CH2:28][CH2:29][CH2:30][CH2:31][CH2:32][CH2:33][CH2:34][CH2:35][CH2:36][CH2:37][CH2:38][CH2:39]Br)=[CH:24][CH:23]=1. The catalyst is CCOC(C)=O.C(O)(=O)C. The product is [CH3:20][O:21][C:22]1[CH:42]=[CH:41][C:25]([CH2:26][S:27][CH2:28][CH2:29][CH2:30][CH2:31][CH2:32][CH2:33][CH2:34][CH2:35][CH2:36][CH2:37][CH2:38][CH2:39][S:3][CH2:4][CH2:5][CH2:6][CH2:7][CH2:8][CH2:9][CH2:10][CH2:11][CH2:12][CH2:13][CH2:14][C:15]([OH:17])=[O:16])=[CH:24][CH:23]=1. The yield is 0.490. (3) The reactants are [NH2:1][C:2]1[N:7]=[CH:6][N:5]=[C:4]2[N:8]([CH2:12][C@H:13]3[CH2:17][CH2:16][CH2:15][N:14]3[C:18]([O:20][C:21]([CH3:24])([CH3:23])[CH3:22])=[O:19])[N:9]=[C:10](I)[C:3]=12.[F:25][C:26]1[CH:31]=[C:30]([O:32][C:33]2[CH:38]=[CH:37][CH:36]=[CH:35][CH:34]=2)[CH:29]=[CH:28][C:27]=1B(O)O.O1CCOCC1.C(=O)([O-])[O-].[Na+].[Na+]. The catalyst is [Pd].C1(P(C2C=CC=CC=2)C2C=CC=CC=2)C=CC=CC=1.C1(P(C2C=CC=CC=2)C2C=CC=CC=2)C=CC=CC=1.C1(P(C2C=CC=CC=2)C2C=CC=CC=2)C=CC=CC=1.C1(P(C2C=CC=CC=2)C2C=CC=CC=2)C=CC=CC=1.O. The product is [NH2:1][C:2]1[N:7]=[CH:6][N:5]=[C:4]2[N:8]([CH2:12][C@H:13]3[CH2:17][CH2:16][CH2:15][N:14]3[C:18]([O:20][C:21]([CH3:24])([CH3:23])[CH3:22])=[O:19])[N:9]=[C:10]([C:27]3[CH:28]=[CH:29][C:30]([O:32][C:33]4[CH:38]=[CH:37][CH:36]=[CH:35][CH:34]=4)=[CH:31][C:26]=3[F:25])[C:3]=12. The yield is 0.800. (4) The reactants are [Br:1][C:2]1[C:7](=[O:8])[N:6]2[C:9]([CH3:13])=[CH:10][CH:11]=[CH:12][C:5]2=[N:4][C:3]=1[CH:14](Cl)[CH3:15].[N:17]1[C:25]([NH2:26])=[C:24]2[C:20]([N:21]=[CH:22][NH:23]2)=[N:19][CH:18]=1.C(=O)([O-])[O-].[K+].[K+].O. The catalyst is CN(C)C=O. The product is [NH2:26][C:25]1[N:17]=[CH:18][N:19]=[C:20]2[C:24]=1[N:23]=[CH:22][N:21]2[CH:14]([C:3]1[N:4]=[C:5]2[CH:12]=[CH:11][CH:10]=[C:9]([CH3:13])[N:6]2[C:7](=[O:8])[C:2]=1[Br:1])[CH3:15]. The yield is 0.107. (5) The reactants are C1(C)C=CC(S(O[CH:11]2[CH2:16][CH2:15][N:14]([C:17]3[C:22]([F:23])=[CH:21][C:20]([N:24]4[CH2:28][C@H:27]([CH2:29][NH:30][C:31](=[O:33])[CH3:32])[O:26][C:25]4=[O:34])=[CH:19][C:18]=3[F:35])[CH2:13][CH2:12]2)(=O)=O)=CC=1.[CH3:37][S:38]([CH2:41][C:42]1[NH:46][N:45]=[N:44][N:43]=1)(=[O:40])=[O:39].C([O-])([O-])=O.[K+].[K+]. No catalyst specified. The product is [CH3:37][S:38]([CH2:41][C:42]1[N:46]([CH:11]2[CH2:16][CH2:15][N:14]([C:17]3[C:18]([F:35])=[CH:19][C:20]([N:24]4[CH2:28][C@H:27]([CH2:29][NH:30][C:31](=[O:33])[CH3:32])[O:26][C:25]4=[O:34])=[CH:21][C:22]=3[F:23])[CH2:13][CH2:12]2)[N:45]=[N:44][N:43]=1)(=[O:40])=[O:39]. The yield is 0.150.